This data is from Reaction yield outcomes from USPTO patents with 853,638 reactions. The task is: Predict the reaction yield, written as a fraction of the theoretical maximum amount of product (1.0 means a 100% yield; for example, 0.34 means a 34% yield). (1) The yield is 0.820. The product is [CH3:35][O:34][C:32](=[O:33])/[CH:31]=[CH:53]\[C:52]1[CH:55]=[CH:56][C:49]([Cl:48])=[CH:50][CH:51]=1. The catalyst is C1COCC1.C(OCC)C. The reactants are C1OCCOCCOCCOCCOCCOC1.FC(F)(F)COP([CH2:31][C:32]([O:34][CH3:35])=[O:33])(=O)OCC(F)(F)F.C[Si]([N-][Si](C)(C)C)(C)C.[K+].[Cl:48][C:49]1[CH:56]=[CH:55][C:52]([CH:53]=O)=[CH:51][CH:50]=1.[Cl-].[NH4+]. (2) The reactants are [Br:1][C:2]1[CH:3]=[C:4]2[C:8](=[C:9]([C:11]([O:13]CC)=[O:12])[CH:10]=1)[NH:7][CH:6]=[C:5]2[CH:16]1[CH2:20][CH2:19][S:18](=[O:22])(=[O:21])[CH2:17]1.[OH-].[Na+]. The catalyst is O.CO. The product is [Br:1][C:2]1[CH:3]=[C:4]2[C:8](=[C:9]([C:11]([OH:13])=[O:12])[CH:10]=1)[NH:7][CH:6]=[C:5]2[CH:16]1[CH2:20][CH2:19][S:18](=[O:21])(=[O:22])[CH2:17]1. The yield is 0.910. (3) The reactants are [C:1](Cl)(=[O:4])[CH:2]=[CH2:3].[CH3:6][N:7]([CH3:37])[CH2:8][CH2:9][N:10]([CH3:36])[C:11]1[C:12]([NH2:35])=[CH:13][C:14]([NH:19][C:20]2[N:25]=[C:24]([C:26]3[C:34]4[C:29](=[CH:30][CH:31]=[CH:32][CH:33]=4)[NH:28][CH:27]=3)[CH:23]=[CH:22][N:21]=2)=[C:15]([O:17][CH3:18])[CH:16]=1. The catalyst is C(Cl)Cl. The product is [CH3:37][N:7]([CH3:6])[CH2:8][CH2:9][N:10]([CH3:36])[C:11]1[CH:16]=[C:15]([O:17][CH3:18])[C:14]([NH:19][C:20]2[N:25]=[C:24]([C:26]3[C:34]4[C:29](=[CH:30][CH:31]=[CH:32][CH:33]=4)[NH:28][CH:27]=3)[CH:23]=[CH:22][N:21]=2)=[CH:13][C:12]=1[NH:35][C:1](=[O:4])[CH:2]=[CH2:3]. The yield is 0.270. (4) The yield is 0.640. No catalyst specified. The reactants are O[C:2]1[CH:3]=[C:4]([NH:8][C:9]2[N:14]=[C:13]([NH:15][C:16]3[CH:21]=[CH:20][CH:19]=[C:18](O)[CH:17]=3)[C:12]([F:23])=[CH:11][N:10]=2)[CH:5]=[CH:6][CH:7]=1.[CH2:24]([N:31]1[CH2:36][CH2:35][N:34](C2C=CC(N)=CC=2)[CH2:33][CH2:32]1)[C:25]1[CH:30]=[CH:29][CH:28]=[CH:27][CH:26]=1.Cl[C:45]1[N:50]=[C:49](Cl)[C:48](F)=[CH:47]N=1. The product is [CH2:49]([N:50]1[CH2:45][CH2:9][N:8]([C:7]2[CH:6]=[CH:5][C:4]([NH:8][C:9]3[N:14]=[C:13]([NH:15][C:16]4[CH:21]=[CH:20][C:19]([N:34]5[CH2:33][CH2:32][N:31]([CH2:24][C:25]6[CH:26]=[CH:27][CH:28]=[CH:29][CH:30]=6)[CH2:36][CH2:35]5)=[CH:18][CH:17]=4)[C:12]([F:23])=[CH:11][N:10]=3)=[CH:3][CH:2]=2)[CH2:4][CH2:3]1)[C:48]1[CH:47]=[CH:2][CH:7]=[CH:6][CH:5]=1. (5) The reactants are [S:1]([N:17]([S:25]([C:28]1[C:40]2[CH:39]=[CH:38][CH:37]=[C:33]([N:34]([CH3:36])[CH3:35])[C:32]=2[CH:31]=[CH:30][CH:29]=1)(=[O:27])=[O:26])[CH2:18][CH2:19][S:20][S:21][CH2:22][CH2:23][NH2:24])([C:4]1[C:16]2[CH:15]=[CH:14][CH:13]=[C:9]([N:10]([CH3:12])[CH3:11])[C:8]=2[CH:7]=[CH:6][CH:5]=1)(=[O:3])=[O:2].C(C(O)=O)CP(CCC(O)=O)CCC(O)=O.Br[C:58]1[C:63](=[O:64])[NH:62][C:60](=[O:61])[C:59]=1Br.CC([O-])=O.[Na+]. The catalyst is CO. The product is [S:1]([N:17]([S:25]([C:28]1[C:40]2[CH:39]=[CH:38][CH:37]=[C:33]([N:34]([CH3:36])[CH3:35])[C:32]=2[CH:31]=[CH:30][CH:29]=1)(=[O:26])=[O:27])[CH2:18][CH2:19][S:20][S:21][CH2:22][CH2:23][NH2:24])([C:4]1[C:16]2[CH:15]=[CH:14][CH:13]=[C:9]([N:10]([CH3:11])[CH3:12])[C:8]=2[CH:7]=[CH:6][CH:5]=1)(=[O:3])=[O:2].[C:60]1(=[O:61])[NH:62][C:63](=[O:64])[CH:58]=[CH:59]1. The yield is 0.400. (6) The reactants are C([Li])CCC.[S:6]1[CH:10]=[CH:9][N:8]=[C:7]1[NH:11][C:12](=[O:15])[O:13][CH3:14].[CH2:16]1[O:26][C:19]2([CH2:24][CH2:23][C:22](=[O:25])[CH2:21][CH2:20]2)[O:18][CH2:17]1.O. The catalyst is C1COCC1.CCOC(C)=O. The product is [OH:25][C:22]1([C:10]2[S:6][C:7]([NH:11][C:12](=[O:15])[O:13][CH3:14])=[N:8][CH:9]=2)[CH2:23][CH2:24][C:19]2([O:18][CH2:17][CH2:16][O:26]2)[CH2:20][CH2:21]1. The yield is 0.510.